Dataset: Forward reaction prediction with 1.9M reactions from USPTO patents (1976-2016). Task: Predict the product of the given reaction. (1) Given the reactants [C:1]1([NH:7][NH2:8])[CH:6]=[CH:5][CH:4]=[CH:3][CH:2]=1.[C:9]1(=[O:15])[O:14][C:12](=[O:13])[CH2:11][CH2:10]1, predict the reaction product. The product is: [C:1]1([NH:7][NH:8][C:9]([CH2:10][CH2:11][C:12]([OH:14])=[O:13])=[O:15])[CH:6]=[CH:5][CH:4]=[CH:3][CH:2]=1. (2) Given the reactants [CH2:1]([O:3][C:4]([C:6]1[NH:7][C:8]2[C:13]([C:14]=1[CH2:15][CH2:16][CH2:17][NH:18][C:19]([O:21][C:22]([CH3:25])([CH3:24])[CH3:23])=[O:20])=[CH:12][C:11]([N+:26]([O-])=O)=[CH:10][CH:9]=2)=[O:5])[CH3:2].[H][H], predict the reaction product. The product is: [CH2:1]([O:3][C:4]([C:6]1[NH:7][C:8]2[C:13]([C:14]=1[CH2:15][CH2:16][CH2:17][NH:18][C:19]([O:21][C:22]([CH3:25])([CH3:24])[CH3:23])=[O:20])=[CH:12][C:11]([NH2:26])=[CH:10][CH:9]=2)=[O:5])[CH3:2]. (3) Given the reactants C(=O)([O-])[O-].[K+].[K+].Br[CH2:8][CH2:9][CH:10]([CH3:17])[CH2:11][CH2:12][CH2:13][CH:14]([CH3:16])[CH3:15].[OH:18][C:19]1[CH:28]=[CH:27][C:22]([C:23]([O:25][CH3:26])=[O:24])=[CH:21][CH:20]=1, predict the reaction product. The product is: [CH3:26][O:25][C:23](=[O:24])[C:22]1[CH:27]=[CH:28][C:19]([O:18][CH2:8][CH2:9][CH:10]([CH3:17])[CH2:11][CH2:12][CH2:13][CH:14]([CH3:16])[CH3:15])=[CH:20][CH:21]=1. (4) Given the reactants [CH2:1]([O:3][C:4]1[N:9]=[CH:8][C:7]([C@@H:10]([NH:14][C:15]([C@H:17]2[CH2:19][C@@H:18]2[C:20]2[CH:25]=[CH:24][CH:23]=[CH:22][CH:21]=2)=[O:16])[CH2:11][O:12][CH3:13])=[CH:6][CH:5]=1)[CH3:2], predict the reaction product. The product is: [CH3:13][O:12][CH2:11][C@H:10]([NH:14][C:15]([C@H:17]1[CH2:19][C@@H:18]1[C:20]1[CH:21]=[CH:22][CH:23]=[CH:24][CH:25]=1)=[O:16])[C:7]1[CH:8]=[N:9][C:4]([O:3][CH:1]2[CH2:2][CH2:1][O:3][CH2:4][CH2:2]2)=[CH:5][CH:6]=1. (5) Given the reactants [CH2:1]([O:8][C:9]1[C:10](=[O:30])[N:11]([CH2:21][O:22][CH2:23][C:24]2[CH:29]=[CH:28][CH:27]=[CH:26][CH:25]=2)[C:12](=[O:20])[N:13]([CH2:15][CH2:16][N:17]([CH3:19])[CH3:18])[N:14]=1)[C:2]1[CH:7]=[CH:6][CH:5]=[CH:4][CH:3]=1.[F:31][C:32]1[CH:37]=[CH:36][CH:35]=[CH:34][C:33]=1[N:38]1[CH2:43]CNC[CH2:39]1.C(=O)([O-])[O-].[K+].[K+], predict the reaction product. The product is: [CH2:1]([O:8][C:9]1[C:10](=[O:30])[N:11]([CH2:21][O:22][CH2:23][C:24]2[CH:25]=[CH:26][CH:27]=[CH:28][CH:29]=2)[C:12](=[O:20])[N:13]([CH2:15][CH2:16][N:17]2[CH2:19][CH2:43][N:38]([C:33]3[CH:34]=[CH:35][CH:36]=[CH:37][C:32]=3[F:31])[CH2:39][CH2:18]2)[N:14]=1)[C:2]1[CH:7]=[CH:6][CH:5]=[CH:4][CH:3]=1. (6) The product is: [F:13][C:2]([F:1])([C:6]1[CH:11]=[CH:10][C:9]([F:12])=[CH:8][N:7]=1)[C:3]([OH:5])=[O:4]. Given the reactants [F:1][C:2]([F:13])([C:6]1[CH:11]=[CH:10][C:9]([F:12])=[CH:8][N:7]=1)[C:3]([O-:5])=[O:4].[Na+].Cl, predict the reaction product.